Task: Predict the product of the given reaction.. Dataset: Forward reaction prediction with 1.9M reactions from USPTO patents (1976-2016) Given the reactants [OH:1][C:2]1[CH:3]=[C:4]([C:8]2[C:17]3[C:12](=[C:13]([C:18]([F:21])([F:20])[F:19])[CH:14]=[CH:15][CH:16]=3)[N:11]=[CH:10][C:9]=2[C:22]([C:24]2[CH:29]=[CH:28][CH:27]=[CH:26][CH:25]=2)=[O:23])[CH:5]=[CH:6][CH:7]=1.Br[CH2:31][C:32]1[C:41]2[C:36](=[CH:37][CH:38]=[CH:39][CH:40]=2)[C:35](=[O:42])[O:34][CH:33]=1, predict the reaction product. The product is: [C:22]([C:9]1[CH:10]=[N:11][C:12]2[C:17]([C:8]=1[C:4]1[CH:3]=[C:2]([CH:7]=[CH:6][CH:5]=1)[O:1][CH2:31][C:32]1[C:41]3[C:36](=[CH:37][CH:38]=[CH:39][CH:40]=3)[C:35](=[O:42])[O:34][CH:33]=1)=[CH:16][CH:15]=[CH:14][C:13]=2[C:18]([F:21])([F:19])[F:20])(=[O:23])[C:24]1[CH:25]=[CH:26][CH:27]=[CH:28][CH:29]=1.